Predict the product of the given reaction. From a dataset of Forward reaction prediction with 1.9M reactions from USPTO patents (1976-2016). (1) Given the reactants [Cl:1][C:2]1[C:7]([Cl:8])=[CH:6][CH:5]=[CH:4][C:3]=1[S:9]([NH:12][C:13]1[C:18]([O:19][CH3:20])=[N:17][C:16]([N+:21]([O-])=O)=[CH:15][N:14]=1)(=[O:11])=[O:10].[H][H], predict the reaction product. The product is: [NH2:21][C:16]1[N:17]=[C:18]([O:19][CH3:20])[C:13]([NH:12][S:9]([C:3]2[CH:4]=[CH:5][CH:6]=[C:7]([Cl:8])[C:2]=2[Cl:1])(=[O:11])=[O:10])=[N:14][CH:15]=1. (2) Given the reactants [CH2:1]([O:8][C:9]([N:11]1[CH2:15][C@@H:14]([F:16])[CH2:13][C@H:12]1[C:17]([NH2:20])=[N:18][OH:19])=[O:10])[C:2]1[CH:7]=[CH:6][CH:5]=[CH:4][CH:3]=1.[CH3:21][O:22][C:23]([C:25]#[C:26][C:27]([O:29][CH3:30])=[O:28])=[O:24], predict the reaction product. The product is: [CH3:21][O:22][C:23](=[O:24])[C:25]([O:19][N:18]=[C:17]([NH2:20])[C@@H:12]1[CH2:13][C@H:14]([F:16])[CH2:15][N:11]1[C:9]([O:8][CH2:1][C:2]1[CH:3]=[CH:4][CH:5]=[CH:6][CH:7]=1)=[O:10])=[CH:26][C:27]([O:29][CH3:30])=[O:28].